This data is from Catalyst prediction with 721,799 reactions and 888 catalyst types from USPTO. The task is: Predict which catalyst facilitates the given reaction. (1) Reactant: [Br:1][C:2]1[C:3]([NH2:8])=[N:4][CH:5]=[CH:6][CH:7]=1.[C:9](Cl)(=[O:14])[C:10]([CH3:13])([CH3:12])[CH3:11]. Product: [Br:1][C:2]1[C:3]([NH:8][C:9](=[O:14])[C:10]([CH3:13])([CH3:12])[CH3:11])=[N:4][CH:5]=[CH:6][CH:7]=1. The catalyst class is: 17. (2) Reactant: [CH3:1][S:2][C:3]1[N:4]=[CH:5][C:6]2[C:12](=[O:13])[NH:11][CH:10]=[CH:9][C:7]=2[N:8]=1.C(=O)([O-])[O-].[Cs+].[Cs+].Br[CH2:21][C:22]1[CH:27]=[CH:26][CH:25]=[CH:24][C:23]=1[CH3:28].O. Product: [CH3:21][C:22]1[CH:27]=[CH:26][CH:25]=[CH:24][C:23]=1[CH2:28][N:11]1[CH:10]=[CH:9][C:7]2[N:8]=[C:3]([S:2][CH3:1])[N:4]=[CH:5][C:6]=2[C:12]1=[O:13]. The catalyst class is: 9.